Dataset: NCI-60 drug combinations with 297,098 pairs across 59 cell lines. Task: Regression. Given two drug SMILES strings and cell line genomic features, predict the synergy score measuring deviation from expected non-interaction effect. Drug 1: C1CC(C1)(C(=O)O)C(=O)O.[NH2-].[NH2-].[Pt+2]. Drug 2: CCC1=C2CN3C(=CC4=C(C3=O)COC(=O)C4(CC)O)C2=NC5=C1C=C(C=C5)O. Cell line: NCI-H226. Synergy scores: CSS=8.28, Synergy_ZIP=-1.12, Synergy_Bliss=1.92, Synergy_Loewe=-36.1, Synergy_HSA=-0.116.